From a dataset of Full USPTO retrosynthesis dataset with 1.9M reactions from patents (1976-2016). Predict the reactants needed to synthesize the given product. (1) Given the product [CH3:1][O:2][C:3]([C:5]1[NH:6][CH:7]([C:14]2[CH:19]=[CH:18][C:17]([Cl:20])=[C:16]([O:21][CH3:22])[C:15]=2[F:23])[CH2:8][C:9](=[N:25][OH:26])[C:10]=1[Cl:11])=[O:4], predict the reactants needed to synthesize it. The reactants are: [CH3:1][O:2][C:3]([CH:5]1[C:10](Cl)([Cl:11])[C:9](=O)[CH2:8][CH:7]([C:14]2[CH:19]=[CH:18][C:17]([Cl:20])=[C:16]([O:21][CH3:22])[C:15]=2[F:23])[NH:6]1)=[O:4].Cl.[NH2:25][OH:26].N1C=CC=CC=1. (2) Given the product [CH2:1]([O:3][C:4]1[CH:5]=[C:6]2[C:11](=[CH:12][CH:13]=1)[C:10]([NH2:14])=[CH:9][CH:8]=[CH:7]2)[CH3:2], predict the reactants needed to synthesize it. The reactants are: [CH2:1]([O:3][C:4]1[CH:5]=[C:6]2[C:11](=[CH:12][CH:13]=1)[C:10]([N:14]=CC1C=CC=CC=1)=[CH:9][CH:8]=[CH:7]2)[CH3:2]. (3) Given the product [C:1]([O:5][C:6]([N:8]1[CH2:13][CH2:12][CH:11]([O:14][S:23]([CH3:22])(=[O:25])=[O:24])[CH2:10][CH2:9]1)=[O:7])([CH3:4])([CH3:2])[CH3:3], predict the reactants needed to synthesize it. The reactants are: [C:1]([O:5][C:6]([N:8]1[CH2:13][CH2:12][CH:11]([OH:14])[CH2:10][CH2:9]1)=[O:7])([CH3:4])([CH3:3])[CH3:2].C(N(CC)CC)C.[CH3:22][S:23](Cl)(=[O:25])=[O:24].O. (4) Given the product [CH:1]1([CH2:4][O:5][C:6]2[N:11]=[C:10]([C:12]([N:28]3[CH2:29][CH2:30][CH:26]([CH:24]([OH:25])[C:23]([F:31])([F:32])[F:22])[CH2:27]3)=[O:14])[CH:9]=[CH:8][C:7]=2[N:15]2[CH2:18][C:17]([F:20])([F:19])[CH2:16]2)[CH2:2][CH2:3]1, predict the reactants needed to synthesize it. The reactants are: [CH:1]1([CH2:4][O:5][C:6]2[N:11]=[C:10]([C:12]([OH:14])=O)[CH:9]=[CH:8][C:7]=2[N:15]2[CH2:18][C:17]([F:20])([F:19])[CH2:16]2)[CH2:3][CH2:2]1.Cl.[F:22][C:23]([F:32])([F:31])[CH:24]([CH:26]1[CH2:30][CH2:29][NH:28][CH2:27]1)[OH:25]. (5) The reactants are: [CH3:1][C:2]([C:5]1[CH:10]=[CH:9][C:8]([CH2:11][N:12]2[C:17](=[O:18])[CH2:16][C:15](=[O:19])[N:14]([C:20]3[CH:21]=[N:22][CH:23]=[CH:24][CH:25]=3)[C:13]2=[O:26])=[CH:7][CH:6]=1)([CH3:4])[CH3:3].C(N(C(C)C)CC)(C)C.[N:36]([CH2:39][C:40]([O:42]CC)=[O:41])=[C:37]=[O:38]. Given the product [CH3:4][C:2]([C:5]1[CH:6]=[CH:7][C:8]([CH2:11][N:12]2[C:17](=[O:18])[C:16]([C:37]([NH:36][CH2:39][C:40]([OH:42])=[O:41])=[O:38])=[C:15]([OH:19])[N:14]([C:20]3[CH:21]=[N:22][CH:23]=[CH:24][CH:25]=3)[C:13]2=[O:26])=[CH:9][CH:10]=1)([CH3:1])[CH3:3], predict the reactants needed to synthesize it. (6) Given the product [NH:8]1[CH2:9][CH2:10][CH:11]([C:14]2[S:16][CH:18]=[C:19]([C:21]3[CH:29]=[CH:28][C:24]([C:25]([OH:27])=[O:26])=[CH:23][CH:22]=3)[N:15]=2)[CH2:12][CH2:13]1, predict the reactants needed to synthesize it. The reactants are: C(OC([N:8]1[CH2:13][CH2:12][CH:11]([C:14](=[S:16])[NH2:15])[CH2:10][CH2:9]1)=O)(C)(C)C.Br[CH2:18][C:19]([C:21]1[CH:29]=[CH:28][C:24]([C:25]([OH:27])=[O:26])=[CH:23][CH:22]=1)=O.C(OCC)C. (7) Given the product [CH2:24]([O:23][C:21]([NH:1][C@@H:2]([C@@H:7]([OH:9])[CH3:8])[C:3]([O:5][CH3:6])=[O:4])=[O:22])[C:25]1[CH:30]=[CH:29][CH:28]=[CH:27][CH:26]=1, predict the reactants needed to synthesize it. The reactants are: [NH2:1][C@@H:2]([C@@H:7]([OH:9])[CH3:8])[C:3]([O:5][CH3:6])=[O:4].O1CCCC1.C(=O)(O)[O-].[Na+].Cl[C:21]([O:23][CH2:24][C:25]1[CH:30]=[CH:29][CH:28]=[CH:27][CH:26]=1)=[O:22].